This data is from Reaction yield outcomes from USPTO patents with 853,638 reactions. The task is: Predict the reaction yield, written as a fraction of the theoretical maximum amount of product (1.0 means a 100% yield; for example, 0.34 means a 34% yield). (1) The reactants are [CH2:1]([N:8]1[C:16]2[C:15](=[O:17])[N:14]([CH2:18][CH2:19][CH2:20][O:21][Si](C(C)(C)C)(C)C)[C:13](=[O:29])[N:12](COCC[Si](C)(C)C)[C:11]=2[N:10]=[C:9]1[Cl:38])[C:2]1[CH:7]=[CH:6][CH:5]=[CH:4][CH:3]=1.[ClH:39]. The catalyst is C(O)C. The product is [Cl:38][C:9]1[N:8]([CH2:1][C:2]2[CH:7]=[CH:6][C:5]([Cl:39])=[CH:4][CH:3]=2)[C:16]2[C:15](=[O:17])[N:14]([CH2:18][CH2:19][CH2:20][OH:21])[C:13](=[O:29])[NH:12][C:11]=2[N:10]=1. The yield is 0.875. (2) The reactants are [C:1]([O:5][C:6]([N:8]1[CH2:12][CH2:11][CH2:10][C:9]1([CH:16]([C:18]1[CH:23]=[C:22]([F:24])[C:21]([Cl:25])=[C:20]([Cl:26])[CH:19]=1)[OH:17])[CH2:13][CH2:14][CH3:15])=[O:7])([CH3:4])([CH3:3])[CH3:2]. The catalyst is C(Cl)Cl. The product is [C:1]([O:5][C:6]([N:8]1[CH2:12][CH2:11][CH2:10][C:9]1([C:16](=[O:17])[C:18]1[CH:23]=[C:22]([F:24])[C:21]([Cl:25])=[C:20]([Cl:26])[CH:19]=1)[CH2:13][CH2:14][CH3:15])=[O:7])([CH3:2])([CH3:3])[CH3:4]. The yield is 0.680.